Dataset: NCI-60 drug combinations with 297,098 pairs across 59 cell lines. Task: Regression. Given two drug SMILES strings and cell line genomic features, predict the synergy score measuring deviation from expected non-interaction effect. (1) Drug 1: CN(CC1=CN=C2C(=N1)C(=NC(=N2)N)N)C3=CC=C(C=C3)C(=O)NC(CCC(=O)O)C(=O)O. Drug 2: C(CC(=O)O)C(=O)CN.Cl. Cell line: COLO 205. Synergy scores: CSS=26.6, Synergy_ZIP=-5.98, Synergy_Bliss=-1.24, Synergy_Loewe=-20.8, Synergy_HSA=-0.765. (2) Drug 1: CCCS(=O)(=O)NC1=C(C(=C(C=C1)F)C(=O)C2=CNC3=C2C=C(C=N3)C4=CC=C(C=C4)Cl)F. Drug 2: C(=O)(N)NO. Cell line: DU-145. Synergy scores: CSS=3.19, Synergy_ZIP=0.745, Synergy_Bliss=5.17, Synergy_Loewe=1.39, Synergy_HSA=1.86. (3) Drug 1: COC1=C(C=C2C(=C1)N=CN=C2NC3=CC(=C(C=C3)F)Cl)OCCCN4CCOCC4. Drug 2: CN1C(=O)N2C=NC(=C2N=N1)C(=O)N. Cell line: MALME-3M. Synergy scores: CSS=22.3, Synergy_ZIP=2.49, Synergy_Bliss=4.10, Synergy_Loewe=-27.5, Synergy_HSA=1.34. (4) Drug 1: B(C(CC(C)C)NC(=O)C(CC1=CC=CC=C1)NC(=O)C2=NC=CN=C2)(O)O. Drug 2: CC1C(C(CC(O1)OC2CC(CC3=C2C(=C4C(=C3O)C(=O)C5=C(C4=O)C(=CC=C5)OC)O)(C(=O)CO)O)N)O.Cl. Cell line: OVCAR-4. Synergy scores: CSS=42.7, Synergy_ZIP=-0.953, Synergy_Bliss=-1.69, Synergy_Loewe=3.52, Synergy_HSA=4.73. (5) Drug 1: CC12CCC3C(C1CCC2O)C(CC4=C3C=CC(=C4)O)CCCCCCCCCS(=O)CCCC(C(F)(F)F)(F)F. Drug 2: CN(C(=O)NC(C=O)C(C(C(CO)O)O)O)N=O. Cell line: NCI-H522. Synergy scores: CSS=-0.714, Synergy_ZIP=-0.989, Synergy_Bliss=-2.19, Synergy_Loewe=-2.88, Synergy_HSA=-2.81. (6) Drug 1: CC1C(C(=O)NC(C(=O)N2CCCC2C(=O)N(CC(=O)N(C(C(=O)O1)C(C)C)C)C)C(C)C)NC(=O)C3=C4C(=C(C=C3)C)OC5=C(C(=O)C(=C(C5=N4)C(=O)NC6C(OC(=O)C(N(C(=O)CN(C(=O)C7CCCN7C(=O)C(NC6=O)C(C)C)C)C)C(C)C)C)N)C. Drug 2: C1CN(P(=O)(OC1)NCCCl)CCCl. Cell line: HCT-15. Synergy scores: CSS=2.64, Synergy_ZIP=-2.60, Synergy_Bliss=-6.02, Synergy_Loewe=-2.54, Synergy_HSA=-3.87. (7) Drug 1: C1=NC2=C(N=C(N=C2N1C3C(C(C(O3)CO)O)O)F)N. Drug 2: N.N.Cl[Pt+2]Cl. Cell line: KM12. Synergy scores: CSS=19.7, Synergy_ZIP=-9.48, Synergy_Bliss=-4.76, Synergy_Loewe=-3.94, Synergy_HSA=-1.80. (8) Drug 2: C1=NC2=C(N1)C(=S)N=C(N2)N. Drug 1: CS(=O)(=O)C1=CC(=C(C=C1)C(=O)NC2=CC(=C(C=C2)Cl)C3=CC=CC=N3)Cl. Cell line: CCRF-CEM. Synergy scores: CSS=29.7, Synergy_ZIP=-1.53, Synergy_Bliss=-6.32, Synergy_Loewe=-20.3, Synergy_HSA=-6.18.